Dataset: Forward reaction prediction with 1.9M reactions from USPTO patents (1976-2016). Task: Predict the product of the given reaction. Given the reactants [CH3:1][C:2]1[C:7]([C:8]([OH:10])=[O:9])=[CH:6][N:5]=[CH:4][CH:3]=1.OS(O)(=O)=O.[CH3:16]O, predict the reaction product. The product is: [CH3:1][C:2]1[C:7]([C:8]([O:10][CH3:16])=[O:9])=[CH:6][N:5]=[CH:4][CH:3]=1.